This data is from Full USPTO retrosynthesis dataset with 1.9M reactions from patents (1976-2016). The task is: Predict the reactants needed to synthesize the given product. Given the product [Cl:1][C:2]1[CH:3]=[C:4]([NH:16][C:17]2[C:18]3[CH:26]=[C:25]([NH:35][CH2:34][C:33]4[CH:36]=[CH:37][C:30]([O:29][CH3:28])=[CH:31][CH:32]=4)[N:24]=[CH:23][C:19]=3[N:20]=[CH:21][N:22]=2)[CH:5]=[CH:6][C:7]=1[O:8][CH2:9][C:10]1[CH:15]=[CH:14][CH:13]=[CH:12][N:11]=1, predict the reactants needed to synthesize it. The reactants are: [Cl:1][C:2]1[CH:3]=[C:4]([NH:16][C:17]2[C:18]3[CH:26]=[C:25](F)[N:24]=[CH:23][C:19]=3[N:20]=[CH:21][N:22]=2)[CH:5]=[CH:6][C:7]=1[O:8][CH2:9][C:10]1[CH:15]=[CH:14][CH:13]=[CH:12][N:11]=1.[CH3:28][O:29][C:30]1[CH:37]=[CH:36][C:33]([CH2:34][NH2:35])=[CH:32][CH:31]=1.